From a dataset of Reaction yield outcomes from USPTO patents with 853,638 reactions. Predict the reaction yield, written as a fraction of the theoretical maximum amount of product (1.0 means a 100% yield; for example, 0.34 means a 34% yield). (1) The reactants are Br[C:2]1[CH:3]=[C:4]([N:22]([CH2:29][CH3:30])[CH:23]2[CH2:28][CH2:27][O:26][CH2:25][CH2:24]2)[C:5]([CH3:21])=[C:6]([CH:20]=1)[C:7]([NH:9][CH2:10][C:11]1[C:12](=[O:19])[NH:13][C:14]([CH3:18])=[CH:15][C:16]=1[CH3:17])=[O:8].[C:31]1([CH3:40])[CH:36]=[CH:35][C:34](B(O)O)=[CH:33][CH:32]=1.C([O-])([O-])=O.[Na+].[Na+]. The catalyst is O1CCOCC1.O.C1C=CC([P]([Pd]([P](C2C=CC=CC=2)(C2C=CC=CC=2)C2C=CC=CC=2)([P](C2C=CC=CC=2)(C2C=CC=CC=2)C2C=CC=CC=2)[P](C2C=CC=CC=2)(C2C=CC=CC=2)C2C=CC=CC=2)(C2C=CC=CC=2)C2C=CC=CC=2)=CC=1. The product is [CH3:17][C:16]1[CH:15]=[C:14]([CH3:18])[NH:13][C:12](=[O:19])[C:11]=1[CH2:10][NH:9][C:7]([C:6]1[CH:20]=[C:2]([C:34]2[CH:35]=[CH:36][C:31]([CH3:40])=[CH:32][CH:33]=2)[CH:3]=[C:4]([N:22]([CH2:29][CH3:30])[CH:23]2[CH2:28][CH2:27][O:26][CH2:25][CH2:24]2)[C:5]=1[CH3:21])=[O:8]. The yield is 0.730. (2) The reactants are [CH2:1]([C:8]1[S:9][C:10]2[CH:16]=[CH:15][C:14]([NH:17][C:18]3[C:23]([CH:24]=[CH2:25])=[CH:22][N:21]=[CH:20][N:19]=3)=[CH:13][C:11]=2[N:12]=1)[C:2]1[CH:7]=[CH:6][CH:5]=[CH:4][CH:3]=1.C(C1[S:34][C:35]2[CH:41]=[CH:40][C:39](NC3C(I)=CN=CN=3)=CC=2N=1)C1C=CC=CC=1. No catalyst specified. The product is [CH2:1]([C:8]1[S:9][C:10]2[CH:16]=[CH:15][C:14]([NH:17][C:18]3[C:23](/[CH:24]=[CH:25]/[C:40]4[CH:41]=[CH:35][S:34][CH:39]=4)=[CH:22][N:21]=[CH:20][N:19]=3)=[CH:13][C:11]=2[N:12]=1)[C:2]1[CH:3]=[CH:4][CH:5]=[CH:6][CH:7]=1. The yield is 0.380. (3) The reactants are [CH:1]1[C:18]2[C:17]3[C:12](=[CH:13][CH:14]=[CH:15][CH:16]=3)[C:11]3[C:6](=[CH:7][CH:8]=[CH:9][CH:10]=3)[C:5]=2[CH:4]=[CH:3][C:2]=1[C:19]1[CH:33]=[CH:32][C:22]([CH2:23]P(=O)(OCC)OCC)=[CH:21][CH:20]=1.[CH2:34]([N:36]1[C:48]2[CH:47]=[CH:46][C:45]([CH:49]=O)=[CH:44][C:43]=2[C:42]2[C:37]1=[CH:38][CH:39]=[CH:40][CH:41]=2)[CH3:35].CC(C)([O-])C.[K+]. The yield is 0.780. The product is [CH2:34]([N:36]1[C:48]2[CH:47]=[CH:46][C:45](/[CH:49]=[CH:23]/[C:22]3[CH:32]=[CH:33][C:19]([C:2]4[CH:3]=[CH:4][C:5]5[C:6]6[C:11](=[CH:10][CH:9]=[CH:8][CH:7]=6)[C:12]6[C:17](=[CH:16][CH:15]=[CH:14][CH:13]=6)[C:18]=5[CH:1]=4)=[CH:20][CH:21]=3)=[CH:44][C:43]=2[C:42]2[C:37]1=[CH:38][CH:39]=[CH:40][CH:41]=2)[CH3:35]. The catalyst is C1COCC1. (4) The yield is 0.630. The product is [CH2:1]([O:8][C:9]1[C:10](=[O:17])[C:11]([Cl:16])=[C:12]([CH3:15])[N:13]([CH3:18])[CH:14]=1)[C:2]1[CH:3]=[CH:4][CH:5]=[CH:6][CH:7]=1. The reactants are [CH2:1]([O:8][C:9]1[C:10](=[O:17])[C:11]([Cl:16])=[C:12]([CH3:15])[NH:13][CH:14]=1)[C:2]1[CH:7]=[CH:6][CH:5]=[CH:4][CH:3]=1.[C:18](=O)([O-])[O-].[K+].[K+].IC.C(OCC)(=O)C. The catalyst is CN(C=O)C.O. (5) The reactants are [CH3:1][O:2][C:3]1[CH:4]=[C:5]([NH:11][C:12]2[C:21]([NH2:22])=[N:20][C:19]3[C:14](=[CH:15][CH:16]=[CH:17][CH:18]=3)[N:13]=2)[CH:6]=[C:7]([O:9][CH3:10])[CH:8]=1.[CH3:23][S:24]([C:27]1[CH:28]=[C:29]([S:33](Cl)(=[O:35])=[O:34])[CH:30]=[CH:31][CH:32]=1)(=[O:26])=[O:25]. The catalyst is N1C=CC=CC=1.ClC1C=CC=CC=1Cl. The product is [CH3:10][O:9][C:7]1[CH:6]=[C:5]([NH:11][C:12]2[C:21]([NH:22][S:33]([C:29]3[CH:30]=[CH:31][CH:32]=[C:27]([S:24]([CH3:23])(=[O:26])=[O:25])[CH:28]=3)(=[O:35])=[O:34])=[N:20][C:19]3[C:14]([N:13]=2)=[CH:15][CH:16]=[CH:17][CH:18]=3)[CH:4]=[C:3]([O:2][CH3:1])[CH:8]=1. The yield is 0.210. (6) The reactants are Br[C:2]1[C:7]2[S:8][CH:9]=[CH:10][C:6]=2[CH:5]=[CH:4][CH:3]=1.[N+:11]([C:14]1[CH:19]=[CH:18][CH:17]=[CH:16][C:15]=1B(O)O)([O-:13])=[O:12].[OH-].[Na+]. The catalyst is C1C=CC([P]([Pd]([P](C2C=CC=CC=2)(C2C=CC=CC=2)C2C=CC=CC=2)([P](C2C=CC=CC=2)(C2C=CC=CC=2)C2C=CC=CC=2)[P](C2C=CC=CC=2)(C2C=CC=CC=2)C2C=CC=CC=2)(C2C=CC=CC=2)C2C=CC=CC=2)=CC=1.C1COCC1.O. The product is [N+:11]([C:14]1[CH:19]=[CH:18][CH:17]=[CH:16][C:15]=1[C:2]1[C:7]2[S:8][CH:9]=[CH:10][C:6]=2[CH:5]=[CH:4][CH:3]=1)([O-:13])=[O:12]. The yield is 0.820.